From a dataset of Full USPTO retrosynthesis dataset with 1.9M reactions from patents (1976-2016). Predict the reactants needed to synthesize the given product. (1) Given the product [C:18]([NH:17][CH:13]1[C:14](=[O:16])[CH2:15][N:11]([C:9]([O:8][CH2:1][C:2]2[CH:7]=[CH:6][CH:5]=[CH:4][CH:3]=2)=[O:10])[CH2:12]1)(=[O:20])[CH3:19], predict the reactants needed to synthesize it. The reactants are: [CH2:1]([O:8][C:9]([N:11]1[CH2:15][CH:14]([OH:16])[CH:13]([NH:17][C:18](=[O:20])[CH3:19])[CH2:12]1)=[O:10])[C:2]1[CH:7]=[CH:6][CH:5]=[CH:4][CH:3]=1.CCN(C(C)C)C(C)C.O. (2) Given the product [CH3:15][CH:16]([NH:23][CH3:24])[CH2:17][CH2:18][CH:19]=[C:20]([CH3:22])[CH3:21].[C@H:1]([OH:14])([C@H:9]([OH:13])[C:10]([OH:12])=[O:11])[C@H:2]([OH:8])[C@@H:3]([OH:7])[C:4]([OH:6])=[O:5].[C@H:1]([OH:14])([C@H:9]([OH:13])[C:10]([OH:12])=[O:11])[C@H:2]([OH:8])[C@@H:3]([OH:7])[C:4]([OH:6])=[O:5], predict the reactants needed to synthesize it. The reactants are: [C@H:1]([OH:14])([C@H:9]([OH:13])[C:10]([OH:12])=[O:11])[C@H:2]([OH:8])[C@@H:3]([OH:7])[C:4]([OH:6])=[O:5].[CH3:15][CH:16]([NH:23][CH3:24])[CH2:17][CH2:18][CH:19]=[C:20]([CH3:22])[CH3:21].CC#N. (3) The reactants are: [C:1]([O:5][C:6]([N:8]1[CH2:13][CH2:12][N:11]([C:14]2[CH:19]=[C:18]([C:20]3[CH:25]=[CH:24][CH:23]=[C:22]([C:26]([F:29])([F:28])[F:27])[CH:21]=3)[N:17]=[C:16](S(C)(=O)=O)[N:15]=2)[CH2:10][CH2:9]1)=[O:7])([CH3:4])([CH3:3])[CH3:2].[C-:34]#[N:35].[Na+]. Given the product [C:1]([O:5][C:6]([N:8]1[CH2:13][CH2:12][N:11]([C:14]2[CH:19]=[C:18]([C:20]3[CH:25]=[CH:24][CH:23]=[C:22]([C:26]([F:29])([F:28])[F:27])[CH:21]=3)[N:17]=[C:16]([C:34]#[N:35])[N:15]=2)[CH2:10][CH2:9]1)=[O:7])([CH3:4])([CH3:3])[CH3:2], predict the reactants needed to synthesize it. (4) Given the product [CH3:8][C:6]1[N:5]=[C:4]([NH2:9])[CH:3]=[C:2]([N:10]2[CH2:15][CH2:14][O:13][CH2:12][CH2:11]2)[CH:7]=1, predict the reactants needed to synthesize it. The reactants are: Cl[C:2]1[CH:7]=[C:6]([CH3:8])[N:5]=[C:4]([NH2:9])[CH:3]=1.[NH:10]1[CH2:15][CH2:14][O:13][CH2:12][CH2:11]1. (5) Given the product [F:1][C:2]1[CH:3]=[C:4]([N:8]2[C:12]3=[N:13][CH:14]=[CH:15][CH:16]=[C:11]3[CH:10]=[C:9]2[CH:17]([NH2:26])[CH3:18])[CH:5]=[CH:6][CH:7]=1, predict the reactants needed to synthesize it. The reactants are: [F:1][C:2]1[CH:3]=[C:4]([N:8]2[C:12]3=[N:13][CH:14]=[CH:15][CH:16]=[C:11]3[CH:10]=[C:9]2[C:17](=O)[CH3:18])[CH:5]=[CH:6][CH:7]=1.C([O-])(=O)C.[NH4+].C([BH3-])#[N:26].[Na+].